This data is from Full USPTO retrosynthesis dataset with 1.9M reactions from patents (1976-2016). The task is: Predict the reactants needed to synthesize the given product. (1) Given the product [CH2:1]([O:8][C:9]1[CH:10]=[CH:11][CH:12]=[C:13]([OH:14])[C:18]=1[CH:17]=[O:16])[C:2]1[CH:3]=[CH:4][CH:5]=[CH:6][CH:7]=1, predict the reactants needed to synthesize it. The reactants are: [CH2:1]([O:8][C:9]1[C:18]2[C:17](=O)[O:16]C(C)(C)[O:14][C:13]=2[CH:12]=[CH:11][CH:10]=1)[C:2]1[CH:7]=[CH:6][CH:5]=[CH:4][CH:3]=1.[H-].C([Al+]CC(C)C)C(C)C. (2) Given the product [CH3:17][N:18]([CH3:20])/[CH:19]=[CH:1]\[C:2]1[C:7]([N+:8]([O-:10])=[O:9])=[CH:6][N:5]=[C:4]([NH:11][C:12](=[O:14])[CH3:13])[CH:3]=1, predict the reactants needed to synthesize it. The reactants are: [CH3:1][C:2]1[C:7]([N+:8]([O-:10])=[O:9])=[CH:6][N:5]=[C:4]([NH:11][C:12](=[O:14])[CH3:13])[CH:3]=1.CO[CH:17](OC)[N:18]([CH3:20])[CH3:19].C1(C)C=CC=CC=1. (3) Given the product [Br:1][C:2]1[CH:7]=[CH:6][C:5]2[C:8]3[C:9](=[CH:10][CH:11]=[CH:12][CH:13]=3)[NH:14][C:4]=2[CH:3]=1, predict the reactants needed to synthesize it. The reactants are: [Br:1][C:2]1[CH:7]=[CH:6][C:5]([C:8]2[CH:13]=[CH:12][CH:11]=[CH:10][C:9]=2[N+:14]([O-])=O)=[CH:4][CH:3]=1.C(OP(OCC)OCC)C. (4) Given the product [OH:29][C@H:30]([C:42]1[CH:47]=[CH:46][CH:45]=[CH:44][CH:43]=1)[CH2:31][NH:32][C:33]1[CH:38]=[CH:37][C:36]([CH2:39][CH2:40][NH:41][CH2:2][C@H:3]([O:21][Si:22]([C:25]([CH3:28])([CH3:27])[CH3:26])([CH3:24])[CH3:23])[C:4]2[CH:9]=[CH:8][C:7]([O:10][CH2:11][C:12]3[CH:17]=[CH:16][CH:15]=[CH:14][CH:13]=3)=[C:6]([NH:18][CH:19]=[O:20])[CH:5]=2)=[CH:35][CH:34]=1, predict the reactants needed to synthesize it. The reactants are: Br[CH2:2][C@H:3]([O:21][Si:22]([C:25]([CH3:28])([CH3:27])[CH3:26])([CH3:24])[CH3:23])[C:4]1[CH:9]=[CH:8][C:7]([O:10][CH2:11][C:12]2[CH:17]=[CH:16][CH:15]=[CH:14][CH:13]=2)=[C:6]([NH:18][CH:19]=[O:20])[CH:5]=1.[OH:29][C@H:30]([C:42]1[CH:47]=[CH:46][CH:45]=[CH:44][CH:43]=1)[CH2:31][NH:32][C:33]1[CH:38]=[CH:37][C:36]([CH2:39][CH2:40][NH2:41])=[CH:35][CH:34]=1.C(=O)([O-])[O-].[K+].[K+].[I-].[Na+]. (5) Given the product [Cl:1][C:2]1[C:3]([C:24]#[N:25])=[C:4]2[CH:22]=[N:9][CH2:8][CH2:7][O:6][C:5]2=[C:17]([CH:19]([OH:21])[CH3:20])[CH:18]=1, predict the reactants needed to synthesize it. The reactants are: [Cl:1][C:2]1[CH:18]=[C:17]([CH:19]([OH:21])[CH3:20])[C:5]([O:6][CH2:7][CH2:8][NH:9]C(=O)OC(C)(C)C)=[C:4]([CH:22]=O)[C:3]=1[C:24]#[N:25].Cl. (6) Given the product [BrH:9].[NH:8]=[C:4]1[N:3]([CH2:10][CH2:11][OH:12])[C:2]([CH3:1])=[C:6]([CH3:7])[S:5]1, predict the reactants needed to synthesize it. The reactants are: [CH2:1]=[C:2]1[C:6](=[CH2:7])[S:5][C:4]([NH2:8])=[N:3]1.[Br:9][CH2:10][CH2:11][OH:12]. (7) Given the product [CH2:24]([C:15]1[C:16]([O:48][CH2:49][C:50]2[CH:55]=[CH:54][CH:53]=[CH:52][CH:51]=2)=[C:11]([CH2:10][CH:6]([OH:19])[CH2:5][OH:17])[CH:12]=[CH:13][CH:14]=1)[C:25]1[CH:30]=[CH:29][CH:28]=[CH:27][CH:26]=1, predict the reactants needed to synthesize it. The reactants are: C(C1C=CC=[C:6]([CH2:10][C:11]2[CH:16]=[CH:15][CH:14]=[CH:13][CH:12]=2)[C:5]=1[OH:17])C=C.C(=O)([O-])[O-:19].[K+].[K+].[CH2:24](Br)[C:25]1[CH:30]=[CH:29][CH:28]=[CH:27][CH:26]=1.C(C1C=CC=C(CC2C=CC=CC=2)C=1[O:48][CH2:49][C:50]1[CH:55]=[CH:54][CH:53]=[CH:52][CH:51]=1)C=C. (8) Given the product [Cl:33][C:28]1[CH:29]=[CH:30][CH:31]=[CH:32][C:27]=1[CH2:26][CH2:25][N:12]1[C:11](=[O:14])[C:10]([C:15]([O:17][CH3:18])=[O:16])=[CH:9][C:8]([C:5]2[CH:6]=[CH:7][C:2]([F:1])=[C:3]([CH3:19])[CH:4]=2)=[N:13]1, predict the reactants needed to synthesize it. The reactants are: [F:1][C:2]1[CH:7]=[CH:6][C:5]([C:8]2[CH:9]=[C:10]([C:15]([O:17][CH3:18])=[O:16])[C:11](=[O:14])[NH:12][N:13]=2)=[CH:4][C:3]=1[CH3:19].CS(O[CH2:25][CH2:26][C:27]1[CH:32]=[CH:31][CH:30]=[CH:29][C:28]=1[Cl:33])(=O)=O.